This data is from Peptide-MHC class II binding affinity with 134,281 pairs from IEDB. The task is: Regression. Given a peptide amino acid sequence and an MHC pseudo amino acid sequence, predict their binding affinity value. This is MHC class II binding data. The peptide sequence is TMASYQAVSTAAVAA. The MHC is DRB1_0405 with pseudo-sequence DRB1_0405. The binding affinity (normalized) is 0.173.